From a dataset of Reaction yield outcomes from USPTO patents with 853,638 reactions. Predict the reaction yield, written as a fraction of the theoretical maximum amount of product (1.0 means a 100% yield; for example, 0.34 means a 34% yield). The reactants are [CH2:1]([S:8][C:9]1[CH:18]=[C:17]2[C:12]([C:13](Br)=[C:14]([Br:19])[N:15]=[N:16]2)=[CH:11][CH:10]=1)[C:2]1[CH:7]=[CH:6][CH:5]=[CH:4][CH:3]=1.[Cl:21][C:22]1[CH:27]=[C:26](B(O)O)[C:25]([O:31][CH3:32])=[CH:24][C:23]=1[C:33]1[CH:38]=[CH:37][CH:36]=[C:35]([F:39])[CH:34]=1.C(=O)([O-])[O-].[K+].[K+].O1CCOCC1. The catalyst is C1C=CC(P(C2C=CC=CC=2)[C-]2C=CC=C2)=CC=1.C1C=CC(P(C2C=CC=CC=2)[C-]2C=CC=C2)=CC=1.Cl[Pd]Cl.[Fe+2].C(Cl)Cl.O. The product is [CH2:1]([S:8][C:9]1[CH:18]=[C:17]2[C:12]([C:13]([C:26]3[C:25]([O:31][CH3:32])=[CH:24][C:23]([C:33]4[CH:38]=[CH:37][CH:36]=[C:35]([F:39])[CH:34]=4)=[C:22]([Cl:21])[CH:27]=3)=[C:14]([Br:19])[N:15]=[N:16]2)=[CH:11][CH:10]=1)[C:2]1[CH:7]=[CH:6][CH:5]=[CH:4][CH:3]=1. The yield is 0.529.